The task is: Predict the reactants needed to synthesize the given product.. This data is from Full USPTO retrosynthesis dataset with 1.9M reactions from patents (1976-2016). (1) Given the product [Cl:1][C:2]1[CH:3]=[C:4]([S:20]([NH:23][C:35]([NH:34][C:29]2[CH:30]=[CH:31][C:32]([Cl:33])=[C:27]([Cl:26])[CH:28]=2)=[S:36])(=[O:21])=[O:22])[CH:5]=[C:6]([Cl:19])[C:7]=1[O:8][C:9]1[CH:14]=[CH:13][C:12]([N+:15]([O-:17])=[O:16])=[CH:11][C:10]=1[Cl:18], predict the reactants needed to synthesize it. The reactants are: [Cl:1][C:2]1[CH:3]=[C:4]([S:20]([NH2:23])(=[O:22])=[O:21])[CH:5]=[C:6]([Cl:19])[C:7]=1[O:8][C:9]1[CH:14]=[CH:13][C:12]([N+:15]([O-:17])=[O:16])=[CH:11][C:10]=1[Cl:18].[OH-].[Na+].[Cl:26][C:27]1[CH:28]=[C:29]([N:34]=[C:35]=[S:36])[CH:30]=[CH:31][C:32]=1[Cl:33].C(O)(=O)C. (2) Given the product [CH:25]([NH:28][C:29](=[O:47])[CH2:30][O:31][C:32]1[CH:37]=[C:36]([C:2]2[N:7]=[C:6]([NH:8][C:9]3[CH:10]=[C:11]4[C:15](=[CH:16][CH:17]=3)[N:14]([C:18]([O:20][C:21]([CH3:24])([CH3:23])[CH3:22])=[O:19])[N:13]=[CH:12]4)[CH:5]=[CH:4][N:3]=2)[CH:35]=[CH:34][CH:33]=1)([CH3:27])[CH3:26], predict the reactants needed to synthesize it. The reactants are: Cl[C:2]1[N:7]=[C:6]([NH:8][C:9]2[CH:10]=[C:11]3[C:15](=[CH:16][CH:17]=2)[N:14]([C:18]([O:20][C:21]([CH3:24])([CH3:23])[CH3:22])=[O:19])[N:13]=[CH:12]3)[CH:5]=[CH:4][N:3]=1.[CH:25]([NH:28][C:29](=[O:47])[CH2:30][O:31][C:32]1[CH:37]=[CH:36][CH:35]=[C:34](B2OC(C)(C)C(C)(C)O2)[CH:33]=1)([CH3:27])[CH3:26].C(Cl)Cl.C([O-])([O-])=O.[K+].[K+]. (3) The reactants are: [Br:1][C:2]1[CH:3]=[C:4]([CH:7]=[CH:8][C:9]=1[OH:10])[C:5]#[N:6].C(=O)([O-])[O-].[K+].[K+].C(Br)C=C.[CH2:21]([O:24]CC=C)[CH:22]=[CH2:23].C(C1C(C(F)(F)F)=CC=C(Cl)C=1O)C=C.C(C1C=C(C=C(Br)C=1O)C#N)C=C.ClC1C=C(C=CC=1)C(OO)=O.ClC1C2OC(CO)CC=2C(C(F)(F)F)=CC=1. Given the product [Br:1][C:2]1[C:9]2[O:10][CH:22]([CH2:21][OH:24])[CH2:23][C:8]=2[CH:7]=[C:4]([C:5]#[N:6])[CH:3]=1, predict the reactants needed to synthesize it. (4) Given the product [CH2:7]([O:6][C:4]([C:3]1[NH:1][CH:22]=[C:21]([C:20]([O:25][CH2:26][CH3:27])=[O:24])[C:23]=1[CH:18]([CH3:17])[CH3:19])=[O:5])[CH3:8], predict the reactants needed to synthesize it. The reactants are: [N+:1]([CH2:3][C:4]([O:6][CH2:7][CH3:8])=[O:5])#[C-].N12[CH2:19][CH2:18][CH2:17]N=C1CCCCC2.[CH:20](=[O:24])[CH:21]([CH3:23])[CH3:22].[O:25]1CC[CH2:27][CH2:26]1. (5) Given the product [Cl:53][C:9]1[CH:10]=[CH:11][C:12]([C@H:14]2[C@H:19]([O:20][CH2:21][C:22]3[CH:23]=[CH:24][CH:25]=[CH:26][CH:27]=3)[C@@H:18]([O:28][CH2:29][C:30]3[CH:31]=[CH:32][CH:33]=[CH:34][CH:35]=3)[C@H:17]([O:36][CH2:37][C:38]3[CH:43]=[CH:42][CH:41]=[CH:40][CH:39]=3)[C@@H:16]([CH2:44][O:45][CH2:46][C:47]3[CH:48]=[CH:49][CH:50]=[CH:51][CH:52]=3)[O:15]2)=[CH:13][C:8]=1[CH2:7][C:4]1[S:3][C:2]([S:55][CH3:54])=[N:6][N:5]=1, predict the reactants needed to synthesize it. The reactants are: Cl[C:2]1[S:3][C:4]([CH2:7][C:8]2[CH:13]=[C:12]([C@H:14]3[C@H:19]([O:20][CH2:21][C:22]4[CH:27]=[CH:26][CH:25]=[CH:24][CH:23]=4)[C@@H:18]([O:28][CH2:29][C:30]4[CH:35]=[CH:34][CH:33]=[CH:32][CH:31]=4)[C@H:17]([O:36][CH2:37][C:38]4[CH:43]=[CH:42][CH:41]=[CH:40][CH:39]=4)[C@@H:16]([CH2:44][O:45][CH2:46][C:47]4[CH:52]=[CH:51][CH:50]=[CH:49][CH:48]=4)[O:15]3)[CH:11]=[CH:10][C:9]=2[Cl:53])=[N:5][N:6]=1.[CH3:54][S-:55].[Na+].